This data is from Peptide-MHC class I binding affinity with 185,985 pairs from IEDB/IMGT. The task is: Regression. Given a peptide amino acid sequence and an MHC pseudo amino acid sequence, predict their binding affinity value. This is MHC class I binding data. (1) The peptide sequence is QKEEAAICGQMDLS. The MHC is HLA-A03:01 with pseudo-sequence HLA-A03:01. The binding affinity (normalized) is 0. (2) The peptide sequence is YRSDIVGTY. The MHC is HLA-C06:02 with pseudo-sequence HLA-C06:02. The binding affinity (normalized) is 0.834. (3) The peptide sequence is YVGDTSMMV. The MHC is HLA-A02:03 with pseudo-sequence HLA-A02:03. The binding affinity (normalized) is 0.848. (4) The peptide sequence is GIMMNERDV. The MHC is HLA-A02:06 with pseudo-sequence HLA-A02:06. The binding affinity (normalized) is 0.180. (5) The peptide sequence is ALAVLSKCY. The MHC is HLA-B14:02 with pseudo-sequence HLA-B14:02. The binding affinity (normalized) is 0.213.